Dataset: Full USPTO retrosynthesis dataset with 1.9M reactions from patents (1976-2016). Task: Predict the reactants needed to synthesize the given product. (1) Given the product [O:1]=[C:2]1[C:6]([C:13]2[CH:14]=[CH:15][CH:16]=[CH:17][CH:18]=2)([C:7]2[CH:12]=[CH:11][CH:10]=[CH:9][CH:8]=2)[CH2:5][CH2:4][N:3]1[CH2:19][C:20]([N:26]1[CH2:27][CH2:28][N:23]([C:29]([O:31][CH2:32][C:33]2[CH:38]=[CH:37][CH:36]=[CH:35][CH:34]=2)=[O:30])[CH2:24][CH2:25]1)=[O:21], predict the reactants needed to synthesize it. The reactants are: [O:1]=[C:2]1[C:6]([C:13]2[CH:18]=[CH:17][CH:16]=[CH:15][CH:14]=2)([C:7]2[CH:12]=[CH:11][CH:10]=[CH:9][CH:8]=2)[CH2:5][CH2:4][N:3]1[CH2:19][C:20](O)=[O:21].[N:23]1([C:29]([O:31][CH2:32][C:33]2[CH:38]=[CH:37][CH:36]=[CH:35][CH:34]=2)=[O:30])[CH2:28][CH2:27][NH:26][CH2:25][CH2:24]1.Cl.CN(C)CCCN=C=NCC. (2) The reactants are: Br[CH:2]([C:14]1[CH:19]=[CH:18][C:17]([CH3:20])=[CH:16][CH:15]=1)[C:3]([C:5]1[C:13]2[C:8](=[CH:9][CH:10]=[CH:11][CH:12]=2)[NH:7][CH:6]=1)=[O:4].[C:21]([O:25][CH2:26][CH2:27][O:28][C:29]1[CH:30]=[C:31]([CH:33]=[C:34]([O:36][CH3:37])[CH:35]=1)[NH2:32])([CH3:24])([CH3:23])[CH3:22].C(N(CC)CC)C. Given the product [C:21]([O:25][CH2:26][CH2:27][O:28][C:29]1[CH:30]=[C:31]([NH:32][CH:2]([C:14]2[CH:19]=[CH:18][C:17]([CH3:20])=[CH:16][CH:15]=2)[C:3]([C:5]2[C:13]3[C:8](=[CH:9][CH:10]=[CH:11][CH:12]=3)[NH:7][CH:6]=2)=[O:4])[CH:33]=[C:34]([O:36][CH3:37])[CH:35]=1)([CH3:24])([CH3:23])[CH3:22], predict the reactants needed to synthesize it. (3) The reactants are: [C:1]([O:5][C:6](=[O:19])[NH:7][CH2:8][C:9]1[CH:14]=[CH:13][C:12]([N+:15]([O-])=O)=[CH:11][C:10]=1[CH3:18])([CH3:4])([CH3:3])[CH3:2]. Given the product [C:1]([O:5][C:6](=[O:19])[NH:7][CH2:8][C:9]1[CH:14]=[CH:13][C:12]([NH2:15])=[CH:11][C:10]=1[CH3:18])([CH3:4])([CH3:3])[CH3:2], predict the reactants needed to synthesize it. (4) Given the product [CH2:30]([N:33]1[C:37]([CH2:38][S:39]([C:40]2[CH:41]=[CH:42][C:43]([NH2:46])=[CH:44][CH:45]=2)=[O:9])=[CH:36][N:35]=[CH:34]1)[CH2:31][CH3:32], predict the reactants needed to synthesize it. The reactants are: O.C1(C)C=CC(C([C@](C(O)=O)(O)[C@](C(C2C=CC(C)=CC=2)=O)(O)C(O)=O)=[O:9])=CC=1.[CH2:30]([N:33]1[C:37]([CH2:38][S:39][C:40]2[CH:45]=[CH:44][C:43]([NH2:46])=[CH:42][CH:41]=2)=[CH:36][N:35]=[CH:34]1)[CH2:31][CH3:32].Cl. (5) Given the product [NH2:8][C:6]1[N:7]=[C:2]([CH3:1])[C:3]([CH2:16][NH:17][C:18]([C:20]2[N:21]=[N:22][N:23]([CH2:25][C:26]3[CH:27]=[C:28]4[C:33](=[CH:34][CH:35]=3)[N:32]=[C:31]([CH3:36])[CH:30]=[CH:29]4)[CH:24]=2)=[O:19])=[N:4][CH:5]=1, predict the reactants needed to synthesize it. The reactants are: [CH3:1][C:2]1[N:7]=[C:6]([NH:8]C(=O)OC(C)(C)C)[CH:5]=[N:4][C:3]=1[CH2:16][NH:17][C:18]([C:20]1[N:21]=[N:22][N:23]([CH2:25][C:26]2[CH:27]=[C:28]3[C:33](=[CH:34][CH:35]=2)[N:32]=[C:31]([CH3:36])[CH:30]=[CH:29]3)[CH:24]=1)=[O:19].C(O)(C(F)(F)F)=O.